Dataset: Full USPTO retrosynthesis dataset with 1.9M reactions from patents (1976-2016). Task: Predict the reactants needed to synthesize the given product. Given the product [C:17]([O:21][C:22](=[O:31])[NH:23][C@H:24]1[CH2:29][CH2:28][CH2:27][C@@H:26]([NH:30][C:12]([C:11]2[CH:10]=[N:9][C:8]([C:4]3[CH:5]=[CH:6][CH:7]=[C:2]([F:1])[CH:3]=3)=[CH:16][CH:15]=2)=[O:14])[CH2:25]1)([CH3:20])([CH3:18])[CH3:19], predict the reactants needed to synthesize it. The reactants are: [F:1][C:2]1[CH:3]=[C:4]([C:8]2[CH:16]=[CH:15][C:11]([C:12]([OH:14])=O)=[CH:10][N:9]=2)[CH:5]=[CH:6][CH:7]=1.[C:17]([O:21][C:22](=[O:31])[NH:23][C@H:24]1[CH2:29][CH2:28][CH2:27][C@@H:26]([NH2:30])[CH2:25]1)([CH3:20])([CH3:19])[CH3:18].